From a dataset of Forward reaction prediction with 1.9M reactions from USPTO patents (1976-2016). Predict the product of the given reaction. (1) The product is: [Br:1][C:2]1[CH:3]=[C:4]([C:8]2([CH3:15])[CH2:13][CH2:12][S:11][C:10]([NH:14][C:23](=[O:25])[CH3:24])=[N:9]2)[CH:5]=[CH:6][CH:7]=1. Given the reactants [Br:1][C:2]1[CH:3]=[C:4]([C:8]2([CH3:15])[CH2:13][CH2:12][S:11][C:10]([NH2:14])=[N:9]2)[CH:5]=[CH:6][CH:7]=1.C(N(CC)CC)C.[C:23](Cl)(=[O:25])[CH3:24], predict the reaction product. (2) Given the reactants [Cl:1][C:2]1[CH:7]=[CH:6][C:5]([N+:8]([O-])=O)=[C:4]([O:11][C:12]2[CH:17]=[CH:16][C:15]([F:18])=[CH:14][CH:13]=2)[CH:3]=1.[Cl-].[NH4+].C(OCC)(=O)C, predict the reaction product. The product is: [Cl:1][C:2]1[CH:7]=[CH:6][C:5]([NH2:8])=[C:4]([O:11][C:12]2[CH:17]=[CH:16][C:15]([F:18])=[CH:14][CH:13]=2)[CH:3]=1. (3) The product is: [Cl:1][C:2]1[CH:3]=[C:4]2[C:9](=[CH:10][C:11]=1[NH:26][CH2:22][CH:23]([CH3:25])[CH3:24])[O:8][CH:7]([C:13]([F:16])([F:15])[F:14])[C:6]([C:17]([O:19][CH2:20][CH3:21])=[O:18])=[CH:5]2. Given the reactants [Cl:1][C:2]1[CH:3]=[C:4]2[C:9](=[CH:10][C:11]=1F)[O:8][CH:7]([C:13]([F:16])([F:15])[F:14])[C:6]([C:17]([O:19][CH2:20][CH3:21])=[O:18])=[CH:5]2.[CH2:22]([NH2:26])[CH:23]([CH3:25])[CH3:24].C([O-])([O-])=O.[K+].[K+], predict the reaction product. (4) Given the reactants [NH2:1][C:2]1[CH:3]=[C:4]([C:8]2[C:12]([C:13]3[CH:18]=[CH:17][N:16]=[C:15]([NH:19][CH3:20])[CH:14]=3)=[CH:11][N:10]([CH2:21][C:22]3[CH:27]=[CH:26][C:25]([O:28][CH3:29])=[CH:24][CH:23]=3)[N:9]=2)[CH:5]=[CH:6][CH:7]=1.[F:30][C:31]1[CH:36]=[CH:35][C:34]([F:37])=[CH:33][C:32]=1[S:38](Cl)(=[O:40])=[O:39].[Na], predict the reaction product. The product is: [F:30][C:31]1[CH:36]=[CH:35][C:34]([F:37])=[CH:33][C:32]=1[S:38]([NH:1][C:2]1[CH:7]=[CH:6][CH:5]=[C:4]([C:8]2[C:12]([C:13]3[CH:18]=[CH:17][N:16]=[C:15]([NH:19][CH3:20])[CH:14]=3)=[CH:11][N:10]([CH2:21][C:22]3[CH:23]=[CH:24][C:25]([O:28][CH3:29])=[CH:26][CH:27]=3)[N:9]=2)[CH:3]=1)(=[O:40])=[O:39].